Predict the reactants needed to synthesize the given product. From a dataset of Full USPTO retrosynthesis dataset with 1.9M reactions from patents (1976-2016). (1) Given the product [Cl:1][C:2]1[CH:8]=[C:7]([O:9][C:10]2[C:11]3[N:18]([CH3:19])[CH:17]=[CH:16][C:12]=3[N:13]=[CH:14][N:15]=2)[CH:6]=[CH:5][C:3]=1[NH:4][C:35]([NH:34][C:31]1[CH:32]=[CH:33][C:28]([Cl:27])=[C:29]([C:37]([F:39])([F:38])[F:40])[CH:30]=1)=[O:36], predict the reactants needed to synthesize it. The reactants are: [Cl:1][C:2]1[CH:8]=[C:7]([O:9][C:10]2[C:11]3[N:18]([CH3:19])[CH:17]=[CH:16][C:12]=3[N:13]=[CH:14][N:15]=2)[CH:6]=[CH:5][C:3]=1[NH2:4].C(N(CC)CC)C.[Cl:27][C:28]1[CH:33]=[CH:32][C:31]([N:34]=[C:35]=[O:36])=[CH:30][C:29]=1[C:37]([F:40])([F:39])[F:38]. (2) Given the product [C:1]([C:16]1([NH:4][C:5]2[CH:14]=[CH:13][C:8]([C:9]([NH:11][CH3:12])=[O:10])=[C:7]([F:15])[CH:6]=2)[CH2:19][CH2:18][CH2:17]1)#[N:2], predict the reactants needed to synthesize it. The reactants are: [C-:1]#[N:2].[Na+].[NH2:4][C:5]1[CH:14]=[CH:13][C:8]([C:9]([NH:11][CH3:12])=[O:10])=[C:7]([F:15])[CH:6]=1.[C:16]1(=O)[CH2:19][CH2:18][CH2:17]1.[OH-].[Na+]. (3) Given the product [CH3:12][C:11]1[NH:10][N:9]=[CH:8][C:7]=1[C:5]1[S:4][C:3]2[C:13](=[O:14])[NH:15][C:17]3([CH2:16][C:24]4[C:19](=[CH:20][CH:21]=[CH:22][CH:23]=4)[CH2:18]3)[NH:1][C:2]=2[CH:6]=1, predict the reactants needed to synthesize it. The reactants are: [NH2:1][C:2]1[CH:6]=[C:5]([C:7]2[CH:8]=[N:9][NH:10][C:11]=2[CH3:12])[S:4][C:3]=1[C:13]([NH2:15])=[O:14].[CH2:16]1[C:24]2[C:19](=[CH:20][CH:21]=[CH:22][CH:23]=2)[CH2:18][C:17]1=O.[O-]S([O-])(=O)=O.[Mg+2].CC1(C)C2(CS(O)(=O)=O)C(CC1CC2)=O.C([O-])(O)=O.[Na+]. (4) Given the product [Cl:1][C:2]1[CH:3]=[C:4]([CH:9]=[CH:10][C:11]=1[CH:12]1[S:18][CH2:17][CH2:16][NH:15][C:14]2[N:19]([CH3:28])[N:20]=[C:21]([C:22]3[CH:27]=[CH:26][CH:25]=[CH:24][N:23]=3)[C:13]1=2)[C:5]([NH:29][C:30]1[C:31]([CH3:36])=[N:32][CH:33]=[CH:34][CH:35]=1)=[O:7], predict the reactants needed to synthesize it. The reactants are: [Cl:1][C:2]1[CH:3]=[C:4]([CH:9]=[CH:10][C:11]=1[CH:12]1[S:18][CH2:17][CH2:16][NH:15][C:14]2[N:19]([CH3:28])[N:20]=[C:21]([C:22]3[CH:27]=[CH:26][CH:25]=[CH:24][N:23]=3)[C:13]1=2)[C:5]([O:7]C)=O.[NH2:29][C:30]1[C:31]([CH3:36])=[N:32][CH:33]=[CH:34][CH:35]=1.C[Si]([N-][Si](C)(C)C)(C)C.[Li+]. (5) The reactants are: F[C:2]1[CH:7]=[C:6]([Br:8])[CH:5]=[CH:4][N:3]=1.[NH2:9][NH2:10]. Given the product [Br:8][C:6]1[CH:5]=[CH:4][N:3]=[C:2]([NH:9][NH2:10])[CH:7]=1, predict the reactants needed to synthesize it. (6) Given the product [CH:39]1([CH2:38][NH:43][C:22]([CH:20]2[CH2:21][CH:19]2[C:16]2[CH:17]=[CH:18][C:13]([NH:12][CH2:11][C:10]3[CH:25]=[CH:26][CH:27]=[C:8]([O:1][C:2]4[CH:3]=[CH:4][CH:5]=[CH:6][CH:7]=4)[CH:9]=3)=[CH:14][CH:15]=2)=[O:24])[CH2:41][CH2:40]1, predict the reactants needed to synthesize it. The reactants are: [O:1]([C:8]1[CH:9]=[C:10]([CH:25]=[CH:26][CH:27]=1)[CH2:11][NH:12][C:13]1[CH:18]=[CH:17][C:16]([C@@H:19]2[CH2:21][C@H:20]2[C:22]([OH:24])=O)=[CH:15][CH:14]=1)[C:2]1[CH:7]=[CH:6][CH:5]=[CH:4][CH:3]=1.CN(C(ON1N=[N:43][C:38]2[CH:39]=[CH:40][CH:41]=NC1=2)=[N+](C)C)C.F[P-](F)(F)(F)(F)F.NCC1CC1. (7) Given the product [NH2:19][CH2:18][C:15]1[C:16]([NH2:17])=[N:6][C:5]([C:4]2[CH:8]=[CH:9][CH:10]=[C:2]([F:1])[CH:3]=2)=[N:7][C:14]=1[C:13]1[CH:20]=[CH:21][C:22]([Cl:24])=[CH:23][C:12]=1[Cl:11], predict the reactants needed to synthesize it. The reactants are: [F:1][C:2]1[CH:3]=[C:4]([CH:8]=[CH:9][CH:10]=1)[C:5]([NH2:7])=[NH:6].[Cl:11][C:12]1[CH:23]=[C:22]([Cl:24])[CH:21]=[CH:20][C:13]=1[CH:14]=[C:15]([C:18]#[N:19])[C:16]#[N:17].